From a dataset of Full USPTO retrosynthesis dataset with 1.9M reactions from patents (1976-2016). Predict the reactants needed to synthesize the given product. (1) Given the product [NH2:30][C:29]1[CH:28]=[CH:27][C:26]([C:38]2[CH:39]=[CH:40][CH:41]=[CH:42][CH:43]=2)=[CH:25][C:24]=1[NH:23][C:21](=[O:22])[C:20]1[CH:44]=[CH:45][C:17]([N:14]2[CH2:15][CH2:16][C@H:12]([NH:11][CH2:10][CH2:9][OH:8])[CH2:13]2)=[CH:18][CH:19]=1, predict the reactants needed to synthesize it. The reactants are: [Si]([O:8][CH2:9][CH2:10][NH:11][C@H:12]1[CH2:16][CH2:15][N:14]([C:17]2[CH:45]=[CH:44][C:20]([C:21]([NH:23][C:24]3[CH:25]=[C:26]([C:38]4[CH:43]=[CH:42][CH:41]=[CH:40][CH:39]=4)[CH:27]=[CH:28][C:29]=3[NH:30]C(=O)OC(C)(C)C)=[O:22])=[CH:19][CH:18]=2)[CH2:13]1)(C(C)(C)C)(C)C. (2) Given the product [CH3:34][O:33][C:7]1([O:6][CH3:5])[CH2:12][CH2:11][N:10]([C:13]2[CH:18]=[CH:17][C:16]([N:19]3[CH2:23][C@@H:22]([CH2:24][N:1]=[N+:2]=[N-:3])[O:21][C:20]3=[O:30])=[CH:15][C:14]=2[F:31])[CH2:9][CH:8]1[F:32], predict the reactants needed to synthesize it. The reactants are: [N-:1]=[N+:2]=[N-:3].[Na+].[CH3:5][O:6][C:7]1([O:33][CH3:34])[CH2:12][CH2:11][N:10]([C:13]2[CH:18]=[CH:17][C:16]([N:19]3[CH2:23][C@@H:22]([CH2:24]CS([O-])(=O)=O)[O:21][C:20]3=[O:30])=[CH:15][C:14]=2[F:31])[CH2:9][CH:8]1[F:32]. (3) Given the product [Cl:5][C:6]([Cl:16])=[CH:7][C:9]1[CH:10]=[C:11]([OH:15])[CH:12]=[CH:13][CH:14]=1, predict the reactants needed to synthesize it. The reactants are: [Al].[Pb](Br)Br.[Cl:5][C:6](Cl)([Cl:16])[CH:7]([C:9]1[CH:10]=[C:11]([OH:15])[CH:12]=[CH:13][CH:14]=1)O. (4) Given the product [OH:23][CH2:22][CH2:21][CH2:20][CH2:19][CH2:18][C:17]1[C:16]2[CH:24]=[CH:25][C:26]([OH:28])=[CH:27][C:15]=2[CH2:14][CH2:13][CH2:12][C:11]=1[C:8]1[CH:9]=[CH:10][C:5]([S:1]([CH3:4])(=[O:3])=[O:2])=[CH:6][CH:7]=1, predict the reactants needed to synthesize it. The reactants are: [S:1]([C:5]1[CH:10]=[CH:9][C:8]([C:11]2[CH2:12][CH2:13][CH2:14][C:15]3[CH:27]=[C:26]([O:28]C)[CH:25]=[CH:24][C:16]=3[C:17]=2[CH2:18][CH2:19][CH2:20][CH2:21][CH2:22][OH:23])=[CH:7][CH:6]=1)([CH3:4])(=[O:3])=[O:2].C[S-].[Na+]. (5) Given the product [CH3:18][C:13]1[CH:14]=[C:15]([CH3:17])[N:16]=[C:11]([N:8]2[CH2:9][CH2:10][C:5]3([O:4][CH2:3][CH2:2][NH:1][C:19]3=[O:21])[CH2:6][CH2:7]2)[N:12]=1, predict the reactants needed to synthesize it. The reactants are: [NH2:1][CH2:2][CH2:3][O:4][C:5]1([C:19]([OH:21])=O)[CH2:10][CH2:9][N:8]([C:11]2[N:16]=[C:15]([CH3:17])[CH:14]=[C:13]([CH3:18])[N:12]=2)[CH2:7][CH2:6]1.CCN(C(C)C)C(C)C.CN(C(ON1N=NC2C=CC=NC1=2)=[N+](C)C)C.F[P-](F)(F)(F)(F)F.